Predict which catalyst facilitates the given reaction. From a dataset of Catalyst prediction with 721,799 reactions and 888 catalyst types from USPTO. (1) Reactant: [Cl:1][C:2]1[CH:7]=[CH:6][C:5]([C:8]2([CH:11]=[N:12][OH:13])[CH2:10][CH2:9]2)=[CH:4][CH:3]=1.ClN1C(=O)CCC1=O.C(N(CC)CC)C.[CH2:29]=[C:30]1[CH2:34][N:33]([C:35]([O:37][C:38]([CH3:41])([CH3:40])[CH3:39])=[O:36])[C@H:32]([C:42]([O:44][CH3:45])=[O:43])[CH2:31]1. Product: [Cl:1][C:2]1[CH:3]=[CH:4][C:5]([C:8]2([C:11]3[CH2:29][C:30]4([CH2:31][C@@H:32]([C:42]([O:44][CH3:45])=[O:43])[N:33]([C:35]([O:37][C:38]([CH3:39])([CH3:41])[CH3:40])=[O:36])[CH2:34]4)[O:13][N:12]=3)[CH2:9][CH2:10]2)=[CH:6][CH:7]=1. The catalyst class is: 39. (2) Reactant: [O:1]=[C:2]1[CH2:20][C:4]2([CH2:7][C:6]([C:14]([O:16][CH:17]([CH3:19])[CH3:18])=[O:15])([C:8]([O:10][CH:11]([CH3:13])[CH3:12])=[O:9])[CH2:5]2)[CH2:3]1.C[Si]([N-][Si](C)(C)C)(C)C.[K+].[F:31][C:32]([F:51])([F:50])[S:33](N(C1C=CC=CC=1)[S:33]([C:32]([F:51])([F:50])[F:31])(=[O:35])=[O:34])(=[O:35])=[O:34]. Product: [F:31][C:32]([F:51])([F:50])[S:33]([O:1][C:2]1[CH2:3][C:4]2([CH2:5][C:6]([C:8]([O:10][CH:11]([CH3:13])[CH3:12])=[O:9])([C:14]([O:16][CH:17]([CH3:19])[CH3:18])=[O:15])[CH2:7]2)[CH:20]=1)(=[O:35])=[O:34]. The catalyst class is: 20. (3) Reactant: CCN(CC)CC.[N:8]1([C:14]([O:16][C:17]([CH3:20])([CH3:19])[CH3:18])=[O:15])[CH2:13][CH2:12][NH:11][CH2:10][CH2:9]1.[Cl:21][C:22]1[S:26][C:25]([NH:27][C:28]([CH:30]([C:38]2[CH:43]=[CH:42][C:41]([S:44](Cl)(=[O:46])=[O:45])=[CH:40][CH:39]=2)[CH2:31][CH:32]2[CH2:37][CH2:36][O:35][CH2:34][CH2:33]2)=[O:29])=[N:24][CH:23]=1. Product: [Cl:21][C:22]1[S:26][C:25]([NH:27][C:28]([CH:30]([C:38]2[CH:39]=[CH:40][C:41]([S:44]([N:11]3[CH2:12][CH2:13][N:8]([C:14]([O:16][C:17]([CH3:20])([CH3:19])[CH3:18])=[O:15])[CH2:9][CH2:10]3)(=[O:46])=[O:45])=[CH:42][CH:43]=2)[CH2:31][CH:32]2[CH2:33][CH2:34][O:35][CH2:36][CH2:37]2)=[O:29])=[N:24][CH:23]=1. The catalyst class is: 44. (4) Reactant: [OH-].[NH3+]N.[CH2:4]([O:6][C:7]1[C:8]2[S:21][C:20]3[N:22]=[C:23]([CH3:37])[C:24]([CH2:27][C:28]4[CH:33]=[CH:32][C:31]([N+:34]([O-])=O)=[CH:30][CH:29]=4)=[C:25]([CH3:26])[C:19]=3[C:9]=2[N:10]=[C:11]([N:13]2[CH2:18][CH2:17][NH:16][CH2:15][CH2:14]2)[N:12]=1)[CH3:5]. Product: [NH2:34][C:31]1[CH:32]=[CH:33][C:28]([CH2:27][C:24]2[C:23]([CH3:37])=[N:22][C:20]3[S:21][C:8]4[C:7]([O:6][CH2:4][CH3:5])=[N:12][C:11]([N:13]5[CH2:18][CH2:17][NH:16][CH2:15][CH2:14]5)=[N:10][C:9]=4[C:19]=3[C:25]=2[CH3:26])=[CH:29][CH:30]=1. The catalyst class is: 29. (5) Reactant: [Cl:1][C:2]1[CH:7]=[CH:6][C:5]([C:8](=O)[CH2:9][N:10]2[CH:14]=[C:13]([C:15](=[O:19])[N:16]([CH3:18])[CH3:17])[CH:12]=[C:11]2[C:20]([OH:22])=O)=[CH:4][CH:3]=1.[CH2:24]([NH2:27])[CH2:25][NH2:26]. Product: [Cl:1][C:2]1[CH:3]=[CH:4][C:5]([C:8]23[NH:27][CH2:24][CH2:25][N:26]2[C:20](=[O:22])[C:11]2[N:10]([CH:14]=[C:13]([C:15]([N:16]([CH3:17])[CH3:18])=[O:19])[CH:12]=2)[CH2:9]3)=[CH:6][CH:7]=1. The catalyst class is: 12. (6) Reactant: [N:1]1([CH2:7][C:8]2[CH:13]=[CH:12][C:11]([NH2:14])=[CH:10][CH:9]=2)[CH2:6][CH2:5][CH2:4][CH2:3][CH2:2]1.[Cl:15][C:16]1[CH:21]=[C:20]([C:22]([F:25])([F:24])[F:23])[CH:19]=[CH:18][C:17]=1[C:26]#[C:27][C:28](O)=[O:29]. Product: [ClH:15].[N:1]1([CH2:7][C:8]2[CH:9]=[CH:10][C:11]([NH:14][C:28](=[O:29])[C:27]#[C:26][C:17]3[CH:18]=[CH:19][C:20]([C:22]([F:24])([F:23])[F:25])=[CH:21][C:16]=3[Cl:15])=[CH:12][CH:13]=2)[CH2:6][CH2:5][CH2:4][CH2:3][CH2:2]1. The catalyst class is: 98. (7) Reactant: [NH2:1][C:2]1[C:3](=[O:13])[C:4]2[C:9]([C:10](=[O:12])[CH:11]=1)=[CH:8][CH:7]=[CH:6][CH:5]=2.[H-].[Na+].[C:16](Cl)(=[O:20])[CH:17]([CH3:19])[CH3:18]. Product: [O:13]=[C:3]1[C:4]2[C:9](=[CH:8][CH:7]=[CH:6][CH:5]=2)[C:10](=[O:12])[CH:11]=[C:2]1[NH:1][C:16](=[O:20])[C:17]1[CH:19]=[CH:5][C:4]([CH3:9])=[CH:3][CH:18]=1. The catalyst class is: 7. (8) Reactant: [Cl:1][C:2]1[C:3]([OH:15])=[C:4]([CH:11]=[C:12]([F:14])[CH:13]=1)[CH2:5][NH:6]C(=O)CCl.[OH-].[Na+]. Product: [NH2:6][CH2:5][C:4]1[CH:11]=[C:12]([F:14])[CH:13]=[C:2]([Cl:1])[C:3]=1[OH:15]. The catalyst class is: 295. (9) Reactant: [NH2:1][C:2]1[N:9]=[CH:8][CH:7]=[C:6]([Cl:10])[C:3]=1[CH:4]=O.[C:11]([C:14]1[C:19]([C:20]([F:23])([F:22])[F:21])=[CH:18][C:17]([NH2:24])=[CH:16][N:15]=1)(=O)[CH3:12].CC([O-])(C)C.[K+]. Product: [Cl:10][C:6]1[CH:7]=[CH:8][N:9]=[C:2]2[C:3]=1[CH:4]=[CH:12][C:11]([C:14]1[N:15]=[CH:16][C:17]([NH2:24])=[CH:18][C:19]=1[C:20]([F:23])([F:21])[F:22])=[N:1]2. The catalyst class is: 1. (10) Reactant: [CH3:1][C:2]1[CH:7]=[CH:6][C:5]([P:8]([C:13](=[O:20])[C:14]2[CH:19]=[CH:18][CH:17]=[CH:16][CH:15]=2)(=[O:12])[O:9]CC)=[C:4]([CH3:21])[C:3]=1[CH3:22].[I-].[Na+:24]. Product: [Na+:24].[CH3:1][C:2]1[CH:7]=[CH:6][C:5]([P:8]([C:13](=[O:20])[C:14]2[CH:15]=[CH:16][CH:17]=[CH:18][CH:19]=2)(=[O:9])[O-:12])=[C:4]([CH3:21])[C:3]=1[CH3:22]. The catalyst class is: 573.